This data is from Retrosynthesis with 50K atom-mapped reactions and 10 reaction types from USPTO. The task is: Predict the reactants needed to synthesize the given product. Given the product CCOc1c(/C(C)=C(/F)C=O)cc2c(c1Br)C(C)(C)CC=C2C(C)C, predict the reactants needed to synthesize it. The reactants are: CCOc1c(/C(C)=C(/F)CO)cc2c(c1Br)C(C)(C)CC=C2C(C)C.